The task is: Predict the reactants needed to synthesize the given product.. This data is from Full USPTO retrosynthesis dataset with 1.9M reactions from patents (1976-2016). (1) Given the product [NH2:15][C:13](=[O:14])[CH2:12][NH:11][CH2:10][CH2:9][CH2:8][C:3]1[CH:4]=[CH:5][CH:6]=[CH:7][C:2]=1[O:1][C:24]1[C:23]([Cl:22])=[CH:28][C:27]([S:29]([N:32]([C:40]2[N:41]=[CH:42][S:43][CH:44]=2)[C:33](=[O:39])[O:34][C:35]([CH3:38])([CH3:37])[CH3:36])(=[O:31])=[O:30])=[C:26]([F:45])[CH:25]=1, predict the reactants needed to synthesize it. The reactants are: [OH:1][C:2]1[CH:7]=[CH:6][CH:5]=[CH:4][C:3]=1[CH2:8][CH2:9][CH2:10][NH:11][CH2:12][C:13]([NH2:15])=[O:14].C([O-])([O-])=O.[K+].[K+].[Cl:22][C:23]1[C:24](F)=[CH:25][C:26]([F:45])=[C:27]([S:29]([N:32]([C:40]2[N:41]=[CH:42][S:43][CH:44]=2)[C:33](=[O:39])[O:34][C:35]([CH3:38])([CH3:37])[CH3:36])(=[O:31])=[O:30])[CH:28]=1.O. (2) Given the product [Cl:44][C:40]1[CH:39]=[C:38]2[C:43](=[CH:42][CH:41]=1)[N:35]([C:34]1[N:33]([CH3:45])[N:32]=[C:31]([CH3:46])[C:30]=1[CH2:29][CH2:28][N:8]1[S:7](=[O:9])(=[O:10])[N:6]([CH2:11][C:12]3[CH:17]=[CH:16][C:15]([O:18][CH3:19])=[CH:14][CH:13]=3)[C:5](=[O:20])[C@H:4]1[CH:1]([CH3:3])[CH3:2])[CH:36]=[CH:37]2, predict the reactants needed to synthesize it. The reactants are: [CH:1]([C@H:4]1[NH:8][S:7](=[O:10])(=[O:9])[N:6]([CH2:11][C:12]2[CH:17]=[CH:16][C:15]([O:18][CH3:19])=[CH:14][CH:13]=2)[C:5]1=[O:20])([CH3:3])[CH3:2].[H-].[Na+].CS(O[CH2:28][CH2:29][C:30]1[C:31]([CH3:46])=[N:32][N:33]([CH3:45])[C:34]=1[N:35]1[C:43]2[C:38](=[CH:39][C:40]([Cl:44])=[CH:41][CH:42]=2)[CH:37]=[CH:36]1)(=O)=O.O.